This data is from Full USPTO retrosynthesis dataset with 1.9M reactions from patents (1976-2016). The task is: Predict the reactants needed to synthesize the given product. Given the product [Cl:39][C:35]1[CH:34]=[C:33]([C@H:17]([NH:16][C:2]2[C:3]3[N:11]=[CH:10][CH:9]=[C:8]([C:12]([NH2:14])=[O:13])[C:4]=3[N:5]=[CH:6][N:7]=2)[CH2:18][NH:19][CH3:32])[CH:38]=[CH:37][CH:36]=1, predict the reactants needed to synthesize it. The reactants are: O[C:2]1[C:3]2[N:11]=[CH:10][CH:9]=[C:8]([C:12]([NH2:14])=[O:13])[C:4]=2[N:5]=[CH:6][N:7]=1.Cl.[NH2:16][C@@H:17]([C:33]1[CH:38]=[CH:37][CH:36]=[C:35]([Cl:39])[CH:34]=1)[CH2:18][N:19]([CH3:32])S(C1C=CC([N+]([O-])=O)=CC=1)(=O)=O.